Dataset: Reaction yield outcomes from USPTO patents with 853,638 reactions. Task: Predict the reaction yield, written as a fraction of the theoretical maximum amount of product (1.0 means a 100% yield; for example, 0.34 means a 34% yield). The reactants are [Cl-].O[NH3+:3].[C:4](=[O:7])([O-])[OH:5].[Na+].CS(C)=O.[F:13][C:14]1[CH:15]=[C:16]([C:46]2[C:47]([C:52]#[N:53])=[CH:48][CH:49]=[CH:50][CH:51]=2)[CH:17]=[CH:18][C:19]=1[CH2:20][C:21]1[C:22](=[O:45])[N:23]([C@H:33]2[CH2:38][CH2:37][C@H:36]([O:39][CH2:40][C:41]([OH:44])([CH3:43])[CH3:42])[CH2:35][CH2:34]2)[C:24]2[N:25]([N:30]=[CH:31][N:32]=2)[C:26]=1[CH2:27][CH2:28][CH3:29]. The product is [F:13][C:14]1[CH:15]=[C:16]([C:46]2[CH:51]=[CH:50][CH:49]=[CH:48][C:47]=2[C:52]2[NH:3][C:4](=[O:7])[O:5][N:53]=2)[CH:17]=[CH:18][C:19]=1[CH2:20][C:21]1[C:22](=[O:45])[N:23]([C@H:33]2[CH2:38][CH2:37][C@H:36]([O:39][CH2:40][C:41]([OH:44])([CH3:42])[CH3:43])[CH2:35][CH2:34]2)[C:24]2[N:25]([N:30]=[CH:31][N:32]=2)[C:26]=1[CH2:27][CH2:28][CH3:29]. The yield is 0.640. The catalyst is C(OCC)(=O)C.